Dataset: NCI-60 drug combinations with 297,098 pairs across 59 cell lines. Task: Regression. Given two drug SMILES strings and cell line genomic features, predict the synergy score measuring deviation from expected non-interaction effect. (1) Drug 1: COC1=C(C=C2C(=C1)N=CN=C2NC3=CC(=C(C=C3)F)Cl)OCCCN4CCOCC4. Drug 2: C1=CC(=CC=C1C#N)C(C2=CC=C(C=C2)C#N)N3C=NC=N3. Cell line: SNB-75. Synergy scores: CSS=29.9, Synergy_ZIP=-8.09, Synergy_Bliss=0.743, Synergy_Loewe=0.637, Synergy_HSA=2.28. (2) Drug 1: CC1=C(C=C(C=C1)NC2=NC=CC(=N2)N(C)C3=CC4=NN(C(=C4C=C3)C)C)S(=O)(=O)N.Cl. Drug 2: C1CN(P(=O)(OC1)NCCCl)CCCl. Cell line: TK-10. Synergy scores: CSS=0.831, Synergy_ZIP=0.488, Synergy_Bliss=-0.267, Synergy_Loewe=-1.30, Synergy_HSA=-1.43. (3) Drug 1: CC12CCC(CC1=CCC3C2CCC4(C3CC=C4C5=CN=CC=C5)C)O. Drug 2: C1CCC(C1)C(CC#N)N2C=C(C=N2)C3=C4C=CNC4=NC=N3. Cell line: NCI-H522. Synergy scores: CSS=9.89, Synergy_ZIP=-3.41, Synergy_Bliss=3.28, Synergy_Loewe=1.38, Synergy_HSA=2.82. (4) Drug 1: C1=CN(C(=O)N=C1N)C2C(C(C(O2)CO)O)O.Cl. Drug 2: CCC1=C2CN3C(=CC4=C(C3=O)COC(=O)C4(CC)O)C2=NC5=C1C=C(C=C5)O. Cell line: NCI-H322M. Synergy scores: CSS=6.53, Synergy_ZIP=0.641, Synergy_Bliss=0.326, Synergy_Loewe=2.08, Synergy_HSA=-1.81. (5) Drug 1: CC1C(C(CC(O1)OC2CC(CC3=C2C(=C4C(=C3O)C(=O)C5=C(C4=O)C(=CC=C5)OC)O)(C(=O)CO)O)N)O.Cl. Drug 2: CCCCC(=O)OCC(=O)C1(CC(C2=C(C1)C(=C3C(=C2O)C(=O)C4=C(C3=O)C=CC=C4OC)O)OC5CC(C(C(O5)C)O)NC(=O)C(F)(F)F)O. Cell line: OVCAR-4. Synergy scores: CSS=31.5, Synergy_ZIP=-6.27, Synergy_Bliss=1.15, Synergy_Loewe=2.54, Synergy_HSA=2.79. (6) Synergy scores: CSS=50.4, Synergy_ZIP=-5.59, Synergy_Bliss=0.772, Synergy_Loewe=-0.0342, Synergy_HSA=5.22. Cell line: ACHN. Drug 1: CC(CN1CC(=O)NC(=O)C1)N2CC(=O)NC(=O)C2. Drug 2: C1=NC2=C(N=C(N=C2N1C3C(C(C(O3)CO)O)F)Cl)N. (7) Drug 2: C1=CC(=CC=C1CCCC(=O)O)N(CCCl)CCCl. Drug 1: C1CCC(CC1)NC(=O)N(CCCl)N=O. Cell line: OVCAR-8. Synergy scores: CSS=43.8, Synergy_ZIP=1.12, Synergy_Bliss=9.50, Synergy_Loewe=8.60, Synergy_HSA=11.2.